Task: Predict the product of the given reaction.. Dataset: Forward reaction prediction with 1.9M reactions from USPTO patents (1976-2016) Given the reactants [Cl:1][C:2]1[CH:10]=[CH:9][C:8]([C:11]2[N:12]([C:22]([O:24][C:25]([CH3:28])([CH3:27])[CH3:26])=[O:23])[C:13]3[C:18]([CH:19]=2)=[CH:17][C:16]([CH:20]=O)=[CH:15][CH:14]=3)=[C:7]2[C:3]=1[CH2:4][NH:5][C:6]2=[O:29].[NH:30]1[CH2:35][CH2:34][CH:33]([CH2:36][OH:37])[CH2:32][CH2:31]1.C(O)(=O)C.C(O[BH-](OC(=O)C)OC(=O)C)(=O)C.[Na+].Cl, predict the reaction product. The product is: [Cl:1][C:2]1[CH:10]=[CH:9][C:8]([C:11]2[N:12]([C:22]([O:24][C:25]([CH3:27])([CH3:26])[CH3:28])=[O:23])[C:13]3[C:18]([CH:19]=2)=[CH:17][C:16]([CH2:20][N:30]2[CH2:35][CH2:34][CH:33]([CH2:36][OH:37])[CH2:32][CH2:31]2)=[CH:15][CH:14]=3)=[C:7]2[C:3]=1[CH2:4][NH:5][C:6]2=[O:29].